From a dataset of Cav3 T-type calcium channel HTS with 100,875 compounds. Binary Classification. Given a drug SMILES string, predict its activity (active/inactive) in a high-throughput screening assay against a specified biological target. (1) The compound is O=C(NC12CC3CC(C1)CC(C2)C3)CN(CC)CC. The result is 0 (inactive). (2) The compound is O=C(NC1CCCCC1)Nc1c2c([nH]c1C(O)=O)cccc2. The result is 0 (inactive).